Dataset: Full USPTO retrosynthesis dataset with 1.9M reactions from patents (1976-2016). Task: Predict the reactants needed to synthesize the given product. (1) Given the product [Br:1][C:2]1[C:3]([N:12]2[CH2:17][CH2:16][N:15]([CH2:18][C:19]3[CH:24]=[CH:23][C:22]([Cl:25])=[CH:21][CH:20]=3)[CH2:14][CH2:13]2)=[C:4]2[N:9]=[C:35]([C:34]3[CH:37]=[CH:38][C:31]([O:30][CH3:29])=[CH:32][CH:33]=3)[NH:8][C:5]2=[N:6][CH:7]=1, predict the reactants needed to synthesize it. The reactants are: [Br:1][C:2]1[C:3]([N:12]2[CH2:17][CH2:16][N:15]([CH2:18][C:19]3[CH:24]=[CH:23][C:22]([Cl:25])=[CH:21][CH:20]=3)[CH2:14][CH2:13]2)=[C:4]([N+:9]([O-])=O)[C:5]([NH2:8])=[N:6][CH:7]=1.CCO.[CH3:29][O:30][C:31]1[CH:38]=[CH:37][C:34]([CH:35]=O)=[CH:33][CH:32]=1.[O-]S(S([O-])=O)=O.[Na+].[Na+]. (2) Given the product [CH2:1]([O:3][C:4](=[O:24])[CH:5]=[CH:6][C:7]1[CH:12]=[CH:11][CH:10]=[C:9]([NH:13][C:14]([C:15]2[CH:20]=[C:19]([C:30]3[CH:29]=[CH:28][CH:27]=[C:26]([Cl:25])[CH:31]=3)[CH:18]=[CH:17][C:16]=2[F:22])=[O:23])[CH:8]=1)[CH3:2], predict the reactants needed to synthesize it. The reactants are: [CH2:1]([O:3][C:4](=[O:24])[CH:5]=[CH:6][C:7]1[CH:12]=[CH:11][CH:10]=[C:9]([NH:13][C:14](=[O:23])[C:15]2[CH:20]=[C:19](Br)[CH:18]=[CH:17][C:16]=2[F:22])[CH:8]=1)[CH3:2].[Cl:25][C:26]1[CH:27]=[C:28](B(O)O)[CH:29]=[CH:30][CH:31]=1. (3) Given the product [C:1]([CH2:3][C:4]([N:13]1[CH2:18][CH2:17][CH2:16][CH:15]([NH:19][C:20]2[C:21]3[CH:38]=[CH:37][NH:36][C:22]=3[N:23]=[C:24]([NH:26][C:27]3[CH:35]=[CH:34][C:30]([C:31]([NH2:33])=[O:32])=[CH:29][CH:28]=3)[N:25]=2)[CH2:14]1)=[O:6])#[N:2], predict the reactants needed to synthesize it. The reactants are: [C:1]([CH2:3][C:4]([OH:6])=O)#[N:2].C(Cl)(=O)C(Cl)=O.[NH:13]1[CH2:18][CH2:17][CH2:16][CH:15]([NH:19][C:20]2[C:21]3[CH:38]=[CH:37][NH:36][C:22]=3[N:23]=[C:24]([NH:26][C:27]3[CH:35]=[CH:34][C:30]([C:31]([NH2:33])=[O:32])=[CH:29][CH:28]=3)[N:25]=2)[CH2:14]1.O. (4) Given the product [Br:22][CH2:23][CH2:24][CH2:25][CH2:26][C:13]([CH3:14])([C:15]1[CH:20]=[CH:19][CH:18]=[CH:17][CH:16]=1)[C:12]([O:11][CH2:9][CH3:10])=[O:21], predict the reactants needed to synthesize it. The reactants are: [Li+].CC([N-]C(C)C)C.[CH2:9]([O:11][C:12](=[O:21])[CH:13]([C:15]1[CH:20]=[CH:19][CH:18]=[CH:17][CH:16]=1)[CH3:14])[CH3:10].[Br:22][CH2:23][CH2:24][CH2:25][CH2:26]Br.CN1C(=O)N(C)CCC1. (5) Given the product [CH:5]1[CH:6]=[CH:7][CH:8]=[C:9]2[C:4]=1[CH2:3][C:2]1([NH2:1])[CH2:12][C:13]3[CH:18]=[CH:17][CH:16]=[CH:15][C:14]=3[CH:10]12, predict the reactants needed to synthesize it. The reactants are: [NH2:1][C:2]1([CH2:12][C:13]2[CH:18]=[CH:17][CH:16]=[CH:15][CH:14]=2)[CH2:10][C:9]2[C:4](=[CH:5][CH:6]=[CH:7][CH:8]=2)[C:3]1=O.S(=O)(=O)(O)O. (6) Given the product [CH3:23][C:21]1[NH:27][N:19]=[C:18]([C:16]([C:5]2[CH:4]=[N:3][N:2]([CH3:1])[CH:6]=2)=[O:17])[N:22]=1, predict the reactants needed to synthesize it. The reactants are: [CH3:1][N:2]1[CH:6]=[C:5](I)[CH:4]=[N:3]1.C([Mg]Cl)(C)C.CON(C)[C:16]([C:18]1[N:22]=[C:21]([CH3:23])O[N:19]=1)=[O:17].CC1ON=C(C(O)=O)[N:27]=1.Cl.CONC.